Dataset: Catalyst prediction with 721,799 reactions and 888 catalyst types from USPTO. Task: Predict which catalyst facilitates the given reaction. (1) Reactant: [OH:1][C:2]1[CH:3]=[C:4]([CH:7]=[C:8]([OH:10])[CH:9]=1)[C:5]#[N:6].C(=O)([O-])[O-].[K+].[K+].Cl[CH2:18][C:19]([O:21][CH2:22][CH3:23])=[O:20]. Product: [C:5]([C:4]1[CH:3]=[C:2]([CH:9]=[C:8]([OH:10])[CH:7]=1)[O:1][CH2:18][C:19]([O:21][CH2:22][CH3:23])=[O:20])#[N:6]. The catalyst class is: 37. (2) Reactant: CN(C(ON1N=NC2C=CC=NC1=2)=[N+](C)C)C.F[P-](F)(F)(F)(F)F.Cl.[C:26]([C:30]1[CH:31]=[C:32]([NH:71][S:72]([CH3:75])(=[O:74])=[O:73])[C:33]([O:69][CH3:70])=[C:34]([NH:36][C:37](=[O:68])[NH:38][C:39]2[C:48]3[C:43](=[CH:44][CH:45]=[CH:46][CH:47]=3)[C:42]([O:49][C:50]3[CH:55]=[CH:54][N:53]=[C:52]([NH:56][C:57]4[CH:65]=[CH:64][C:60]([C:61](O)=[O:62])=[C:59]([O:66][CH3:67])[CH:58]=4)[CH:51]=3)=[CH:41][CH:40]=2)[CH:35]=1)([CH3:29])([CH3:28])[CH3:27].[NH2:76][CH2:77][CH2:78][CH:79]1[CH2:84][CH2:83][N:82]([C:85]([O:87][C:88]([CH3:91])([CH3:90])[CH3:89])=[O:86])[CH2:81][CH2:80]1.CCN(C(C)C)C(C)C. Product: [C:26]([C:30]1[CH:31]=[C:32]([NH:71][S:72]([CH3:75])(=[O:73])=[O:74])[C:33]([O:69][CH3:70])=[C:34]([NH:36][C:37](=[O:68])[NH:38][C:39]2[C:48]3[C:43](=[CH:44][CH:45]=[CH:46][CH:47]=3)[C:42]([O:49][C:50]3[CH:55]=[CH:54][N:53]=[C:52]([NH:56][C:57]4[CH:65]=[CH:64][C:60]([C:61]([NH:76][CH2:77][CH2:78][CH:79]5[CH2:80][CH2:81][N:82]([C:85]([O:87][C:88]([CH3:91])([CH3:90])[CH3:89])=[O:86])[CH2:83][CH2:84]5)=[O:62])=[C:59]([O:66][CH3:67])[CH:58]=4)[CH:51]=3)=[CH:41][CH:40]=2)[CH:35]=1)([CH3:28])([CH3:27])[CH3:29]. The catalyst class is: 18. (3) Reactant: C([O:3][C:4]([C:6]1[CH:10]=[C:9]([C:11]2[CH:16]=[C:15]([Cl:17])[CH:14]=[CH:13][C:12]=2[F:18])[O:8][N:7]=1)=O)C.[H-].[Al+3].[Li+].[H-].[H-].[H-]. Product: [Cl:17][C:15]1[CH:14]=[CH:13][C:12]([F:18])=[C:11]([C:9]2[O:8][N:7]=[C:6]([CH2:4][OH:3])[CH:10]=2)[CH:16]=1. The catalyst class is: 7. (4) Reactant: [Cl-].[NH4+:2].C[Al](C)C.[F:7][C:8]1[C:9]([NH:34][CH:35]([C:41]([CH3:44])([CH3:43])[CH3:42])[CH2:36][C:37](OC)=O)=[N:10][C:11]([C:14]2[C:22]3[C:17](=[N:18][CH:19]=[C:20]([F:23])[CH:21]=3)[N:16]([S:24]([C:27]3[CH:32]=[CH:31][C:30]([CH3:33])=[CH:29][CH:28]=3)(=[O:26])=[O:25])[CH:15]=2)=[N:12][CH:13]=1. Product: [F:7][C:8]1[C:9]([NH:34][CH:35]([C:41]([CH3:44])([CH3:43])[CH3:42])[CH2:36][C:37]#[N:2])=[N:10][C:11]([C:14]2[C:22]3[C:17](=[N:18][CH:19]=[C:20]([F:23])[CH:21]=3)[N:16]([S:24]([C:27]3[CH:32]=[CH:31][C:30]([CH3:33])=[CH:29][CH:28]=3)(=[O:26])=[O:25])[CH:15]=2)=[N:12][CH:13]=1. The catalyst class is: 11.